Dataset: Full USPTO retrosynthesis dataset with 1.9M reactions from patents (1976-2016). Task: Predict the reactants needed to synthesize the given product. Given the product [CH:32]1([NH:35][C:5]([N:25]2[C@@H:26]3[CH2:30][N:29]([CH2:28][CH2:27]3)[C:23]3[CH:22]=[CH:21][C:20]([C:18]4[CH:17]=[CH:16][N:15]=[C:14]([CH3:13])[CH:19]=4)=[N:31][C:24]2=3)=[O:11])[CH2:34][CH2:33]1, predict the reactants needed to synthesize it. The reactants are: ClC(Cl)(O[C:5](=[O:11])OC(Cl)(Cl)Cl)Cl.[CH3:13][C:14]1[CH:19]=[C:18]([C:20]2[CH:21]=[CH:22][C:23]3[N:29]4[CH2:30][C@H:26]([CH2:27][CH2:28]4)[NH:25][C:24]=3[N:31]=2)[CH:17]=[CH:16][N:15]=1.[CH:32]1([NH2:35])[CH2:34][CH2:33]1.